This data is from Catalyst prediction with 721,799 reactions and 888 catalyst types from USPTO. The task is: Predict which catalyst facilitates the given reaction. Reactant: [C:1]([O:5][C:6]([N:8]1[CH2:13][CH2:12][CH:11]([NH:14][S:15]([C:18]2[C:27]3[C:22](=[CH:23][CH:24]=[CH:25][CH:26]=3)[C:21]([C:28]([OH:30])=O)=[CH:20][CH:19]=2)(=[O:17])=[O:16])[CH2:10][CH2:9]1)=[O:7])([CH3:4])([CH3:3])[CH3:2].Cl.CN(C)CCCN=C=NCC.O[N:44]1[C:48]2[CH:49]=[CH:50][CH:51]=[CH:52][C:47]=2N=N1.C(N(CC)CC)C.C1(N)CCCCC1. Product: [C:1]([O:5][C:6]([N:8]1[CH2:9][CH2:10][CH:11]([NH:14][S:15]([C:18]2[C:27]3[C:22](=[CH:23][CH:24]=[CH:25][CH:26]=3)[C:21]([C:28](=[O:30])[NH:44][CH:48]3[CH2:49][CH2:50][CH2:51][CH2:52][CH2:47]3)=[CH:20][CH:19]=2)(=[O:16])=[O:17])[CH2:12][CH2:13]1)=[O:7])([CH3:2])([CH3:3])[CH3:4]. The catalyst class is: 4.